Dataset: Full USPTO retrosynthesis dataset with 1.9M reactions from patents (1976-2016). Task: Predict the reactants needed to synthesize the given product. Given the product [Cl:1][C:2]1[CH:7]=[CH:6][C:5]([NH:8][C:9](=[O:10])[NH:33][C:30]2[CH:31]=[CH:32][C:27]([C:25]3[N:26]=[C:22]([C:20]([NH:19][C@@H:14]([CH:13]([CH3:36])[CH3:12])[C:15]([O:17][CH3:18])=[O:16])=[O:21])[S:23][CH:24]=3)=[CH:28][CH:29]=2)=[C:4]([F:11])[CH:3]=1, predict the reactants needed to synthesize it. The reactants are: [Cl:1][C:2]1[CH:7]=[CH:6][C:5]([N:8]=[C:9]=[O:10])=[C:4]([F:11])[CH:3]=1.[CH3:12][CH:13]([CH3:36])[CH:14]([NH:19][C:20]([C:22]1[S:23][CH:24]=[C:25]([C:27]2[CH:32]=[CH:31][C:30]([N+:33]([O-])=O)=[CH:29][CH:28]=2)[N:26]=1)=[O:21])[C:15]([O:17][CH3:18])=[O:16].